The task is: Predict the reaction yield, written as a fraction of the theoretical maximum amount of product (1.0 means a 100% yield; for example, 0.34 means a 34% yield).. This data is from Reaction yield outcomes from USPTO patents with 853,638 reactions. The reactants are [Cl:1][C:2]1[CH:3]=[CH:4][C:5]2[C:34]3[C:10](=[C:11]4[C:31](=[CH:32][CH:33]=3)[C:15]3[N:16]=[C:17]([C@@H:19]5[CH2:23][CH2:22][CH2:21][N:20]5[C:24]([O:26][C:27]([CH3:30])([CH3:29])[CH3:28])=[O:25])[NH:18][C:14]=3[CH2:13][CH2:12]4)[O:9][CH2:8][C:6]=2[CH:7]=1. The catalyst is ClCCl.[O-2].[Mn+4].[O-2]. The product is [Cl:1][C:2]1[CH:3]=[CH:4][C:5]2[C:34]3[C:10](=[C:11]4[C:31](=[CH:32][CH:33]=3)[C:15]3[N:16]=[C:17]([C@@H:19]5[CH2:23][CH2:22][CH2:21][N:20]5[C:24]([O:26][C:27]([CH3:30])([CH3:29])[CH3:28])=[O:25])[NH:18][C:14]=3[CH:13]=[CH:12]4)[O:9][CH2:8][C:6]=2[CH:7]=1. The yield is 0.960.